Dataset: NCI-60 drug combinations with 297,098 pairs across 59 cell lines. Task: Regression. Given two drug SMILES strings and cell line genomic features, predict the synergy score measuring deviation from expected non-interaction effect. (1) Drug 2: CCC1(C2=C(COC1=O)C(=O)N3CC4=CC5=C(C=CC(=C5CN(C)C)O)N=C4C3=C2)O.Cl. Synergy scores: CSS=46.3, Synergy_ZIP=1.81, Synergy_Bliss=5.54, Synergy_Loewe=4.40, Synergy_HSA=10.0. Cell line: T-47D. Drug 1: CC1CCC2CC(C(=CC=CC=CC(CC(C(=O)C(C(C(=CC(C(=O)CC(OC(=O)C3CCCCN3C(=O)C(=O)C1(O2)O)C(C)CC4CCC(C(C4)OC)O)C)C)O)OC)C)C)C)OC. (2) Drug 1: CC1=C(C(CCC1)(C)C)C=CC(=CC=CC(=CC(=O)O)C)C. Drug 2: CCC1(C2=C(COC1=O)C(=O)N3CC4=CC5=C(C=CC(=C5CN(C)C)O)N=C4C3=C2)O.Cl. Cell line: OVCAR-4. Synergy scores: CSS=3.41, Synergy_ZIP=-1.13, Synergy_Bliss=1.24, Synergy_Loewe=-2.39, Synergy_HSA=0.494.